Dataset: Full USPTO retrosynthesis dataset with 1.9M reactions from patents (1976-2016). Task: Predict the reactants needed to synthesize the given product. (1) Given the product [CH3:24][CH:23]([CH3:25])[CH2:22][CH2:21][NH:26][CH:2]1[C:10]2[C:5](=[CH:6][C:7]([O:11][C:12]3[CH:20]=[CH:19][C:15]([C:16]([NH2:18])=[O:17])=[CH:14][N:13]=3)=[CH:8][CH:9]=2)[CH2:4][CH2:3]1, predict the reactants needed to synthesize it. The reactants are: O=[C:2]1[C:10]2[C:5](=[CH:6][C:7]([O:11][C:12]3[CH:20]=[CH:19][C:15]([C:16]([NH2:18])=[O:17])=[CH:14][N:13]=3)=[CH:8][CH:9]=2)[CH2:4][CH2:3]1.[CH2:21]([NH2:26])[CH2:22][CH:23]([CH3:25])[CH3:24].C1COCC1.[BH3-]C#N.[Na+]. (2) Given the product [C:24]1([O:23][C:21](=[O:22])[NH:5][C:4]2[CH:6]=[C:7]([N:9]3[CH2:14][CH2:13][O:12][CH2:11][CH2:10]3)[CH:8]=[C:2]([F:1])[CH:3]=2)[CH:29]=[CH:28][CH:27]=[CH:26][CH:25]=1, predict the reactants needed to synthesize it. The reactants are: [F:1][C:2]1[CH:3]=[C:4]([CH:6]=[C:7]([N:9]2[CH2:14][CH2:13][O:12][CH2:11][CH2:10]2)[CH:8]=1)[NH2:5].C(=O)(O)[O-].[Na+].Cl[C:21]([O:23][C:24]1[CH:29]=[CH:28][CH:27]=[CH:26][CH:25]=1)=[O:22]. (3) Given the product [F:26][C:2]1([F:1])[CH2:3][CH2:4][CH:5]([CH2:8][C:9]2[N:13]3[C:14]([CH3:21])=[CH:15][C:16]([C:18]([NH:28][CH:29]4[CH2:34][CH2:33][O:32][CH2:31][CH2:30]4)=[O:19])=[CH:17][C:12]3=[N:11][C:10]=2[C:22]([F:25])([F:24])[CH3:23])[CH2:6][CH2:7]1, predict the reactants needed to synthesize it. The reactants are: [F:1][C:2]1([F:26])[CH2:7][CH2:6][CH:5]([CH2:8][C:9]2[N:13]3[C:14]([CH3:21])=[CH:15][C:16]([C:18](O)=[O:19])=[CH:17][C:12]3=[N:11][C:10]=2[C:22]([F:25])([F:24])[CH3:23])[CH2:4][CH2:3]1.Cl.[NH2:28][CH:29]1[CH2:34][CH2:33][O:32][CH2:31][CH2:30]1. (4) Given the product [CH2:22]([NH:26][C:7](=[O:9])[C:6]1[CH:10]=[CH:11][C:3]([O:2][CH3:1])=[C:4]([NH:12][C:13]([NH:15][C:16]2[CH:21]=[N:20][CH:19]=[CH:18][N:17]=2)=[O:14])[CH:5]=1)[CH2:23][CH2:24][CH3:25], predict the reactants needed to synthesize it. The reactants are: [CH3:1][O:2][C:3]1[CH:11]=[CH:10][C:6]([C:7]([OH:9])=O)=[CH:5][C:4]=1[NH:12][C:13]([NH:15][C:16]1[CH:21]=[N:20][CH:19]=[CH:18][N:17]=1)=[O:14].[CH2:22]([NH2:26])[CH2:23][CH2:24][CH3:25].C(N(C(C)C)CC)(C)C. (5) Given the product [Cl:6][C:7]1[CH:12]=[CH:11][C:10]([S:13]([NH:21][C:20]2[CH:19]=[C:18]([CH3:17])[C:24]([S:25]([CH2:28][N+:29]([O-:31])=[O:30])(=[O:27])=[O:26])=[C:23]([CH3:32])[CH:22]=2)(=[O:15])=[O:14])=[CH:9][CH:8]=1, predict the reactants needed to synthesize it. The reactants are: C(=O)([O-])[O-].[Ca+2].[Cl:6][C:7]1[CH:12]=[CH:11][C:10]([S:13](Cl)(=[O:15])=[O:14])=[CH:9][CH:8]=1.[CH3:17][C:18]1[CH:19]=[C:20]([CH:22]=[C:23]([CH3:32])[C:24]=1[S:25]([CH2:28][N+:29]([O-:31])=[O:30])(=[O:27])=[O:26])[NH2:21].O. (6) Given the product [C:18]1([CH3:17])[CH:23]=[CH:22][C:21]([C:24](=[N:14][NH:13][C:11]2[C:10]3[C:5](=[CH:6][CH:7]=[CH:8][CH:9]=3)[N:4]=[C:3]([C:2]([F:1])([F:15])[F:16])[N:12]=2)[CH3:25])=[CH:20][CH:19]=1, predict the reactants needed to synthesize it. The reactants are: [F:1][C:2]([F:16])([F:15])[C:3]1[N:12]=[C:11]([NH:13][NH2:14])[C:10]2[C:5](=[CH:6][CH:7]=[CH:8][CH:9]=2)[N:4]=1.[CH3:17][C:18]1[CH:23]=[CH:22][C:21]([C:24](=O)[CH3:25])=[CH:20][CH:19]=1. (7) The reactants are: [OH:1][CH:2]1[CH2:8][CH2:7][CH2:6][CH2:5][CH:4]([NH2:9])[CH2:3]1.Cl[C:11](OC1C=CC([N+]([O-])=O)=CC=1)=[O:12].C(N(C(C)C)CC)(C)C.[Cl:32][C:33]1[CH:42]=[C:41]2[C:36]([C:37]([N:43]3[CH2:48][CH2:47][NH:46][CH2:45][CH2:44]3)=[CH:38][CH:39]=[N:40]2)=[CH:35][CH:34]=1. Given the product [Cl:32][C:33]1[CH:42]=[C:41]2[C:36]([C:37]([N:43]3[CH2:48][CH2:47][N:46]([C:11]([NH:9][CH:4]4[CH2:5][CH2:6][CH2:7][CH2:8][CH:2]([OH:1])[CH2:3]4)=[O:12])[CH2:45][CH2:44]3)=[CH:38][CH:39]=[N:40]2)=[CH:35][CH:34]=1, predict the reactants needed to synthesize it.